From a dataset of Full USPTO retrosynthesis dataset with 1.9M reactions from patents (1976-2016). Predict the reactants needed to synthesize the given product. (1) Given the product [C:14]([O:13][C:11]([N:18]1[CH2:23][CH2:22][N:21]([C:2]2[CH:7]=[CH:6][CH:5]=[C:4]([Cl:8])[C:3]=2[O:9][CH3:10])[CH2:20][CH2:19]1)=[O:12])([CH3:17])([CH3:15])[CH3:16], predict the reactants needed to synthesize it. The reactants are: Cl[C:2]1[CH:7]=[CH:6][CH:5]=[C:4]([Cl:8])[C:3]=1[O:9][CH3:10].[C:11]([N:18]1[CH2:23][CH2:22][NH:21][CH2:20][CH2:19]1)([O:13][C:14]([CH3:17])([CH3:16])[CH3:15])=[O:12].C([O-])([O-])=O.[Cs+].[Cs+].C1(P(C2CCCCC2)C2C=CC=CC=2C2C=CC=CC=2N(C)C)CCCCC1. (2) Given the product [CH:36]1([NH:40][CH2:24][C:21]2[N:20]=[C:19]([C@H:10]([CH2:9][CH2:8][CH2:7][CH:1]3[CH2:6][CH2:5][CH2:4][CH2:3][CH2:2]3)[CH2:11][C:12]([O:14][C:15]([CH3:17])([CH3:18])[CH3:16])=[O:13])[O:23][N:22]=2)[CH2:39][CH2:38][CH2:37]1, predict the reactants needed to synthesize it. The reactants are: [CH:1]1([CH2:7][CH2:8][CH2:9][C@@H:10]([C:19]2[O:23][N:22]=[C:21]([CH2:24]OS(C3C=CC(C)=CC=3)(=O)=O)[N:20]=2)[CH2:11][C:12]([O:14][C:15]([CH3:18])([CH3:17])[CH3:16])=[O:13])[CH2:6][CH2:5][CH2:4][CH2:3][CH2:2]1.[CH:36]1([NH2:40])[CH2:39][CH2:38][CH2:37]1.